This data is from NCI-60 drug combinations with 297,098 pairs across 59 cell lines. The task is: Regression. Given two drug SMILES strings and cell line genomic features, predict the synergy score measuring deviation from expected non-interaction effect. Drug 1: C1CN(CCN1C(=O)CCBr)C(=O)CCBr. Drug 2: CCC1(C2=C(COC1=O)C(=O)N3CC4=CC5=C(C=CC(=C5CN(C)C)O)N=C4C3=C2)O.Cl. Cell line: MCF7. Synergy scores: CSS=24.6, Synergy_ZIP=-6.90, Synergy_Bliss=0.544, Synergy_Loewe=-2.05, Synergy_HSA=2.07.